From a dataset of Experimentally validated miRNA-target interactions with 360,000+ pairs, plus equal number of negative samples. Binary Classification. Given a miRNA mature sequence and a target amino acid sequence, predict their likelihood of interaction. (1) The miRNA is cel-miR-246-3p with sequence UUACAUGUUUCGGGUAGGAGC. The protein sequence of the target gene is MRQADSQTQPSPAEQETPQPAGPSNRSPPTMGPQQTGSRKRKAAEVDQGAGTSSSPGPAAPMATAGEGNAEGSMLLTKRPRRPVAHLSMVNYLKGRALGADGHPGLAGFEGDLRSYGVLRLPELLRERQLTLGPLNKVFASQWLNARQVVCGTKCNTLFVVDVKTDHIMRIPLMRDRVPDLSRGPPSCGIHAVELNPSKTLLATGGENPNSLAVYQLPTLDPVCLGDCQGHRDWIFAIAWMSDTVAVSGSRDGTVALWKVDPDMFNGSIAWHKDAGLPVYAHISPTDMEAIPKATTNPGN.... Result: 0 (no interaction). (2) The miRNA is hsa-miR-6742-3p with sequence ACCUGGGUUGUCCCCUCUAG. The protein sequence of the target gene is MNSSKSSETQCTERGCFSSQMFLWTVAGIPILFLSACFITRCVVTFRIFQTCDEKKFQLPENFTELSCYNYGSGSVKNCCPLNWEYFQSSCYFFSTDTISWALSLKNCSAMGAHLVVINSQEEQEFLSYKKPKMREFFIGLSDQVVEGQWQWVDGTPLTKSLSFWDVGEPNNIATLEDCATMRDSSNPRQNWNDVTCFLNYFRICEMVGINPLNKGKSL. Result: 1 (interaction). (3) Result: 1 (interaction). The miRNA is hsa-miR-615-3p with sequence UCCGAGCCUGGGUCUCCCUCUU. The protein sequence of the target gene is MRHCINCCIQLLPDGAHKQQVNCQGGPHHGHQACPTCKGENKILFRVDSKQMNLLAVLEVRTEGNENWGGFLRFKKGKRCSLVFGLIIMTLVMASYILSGAHQELLISSPFHYGGFPSNPSLMDSENPSDTKEHHHQSSVNNISYMKDYPSIKLIINSITTRIEFTTRQLPDLEDLKKQELHMFSVIPNKFLPNSKSPCWYEEFSGQNTTDPYLTNSYVLYSKRFRSTFDALRKAFWGHLAHAHGKHFRLRCLPHFYIIGQPKCGTTDLYDRLRLHPEVKFSAIKEPHWWTRKRFGIVRL.... (4) The miRNA is hsa-miR-208b-3p with sequence AUAAGACGAACAAAAGGUUUGU. The protein sequence of the target gene is MPRKKGAAWEEPSSGNGTARAGPRRRGGPAGRKRERPERCSSSSGGGSSGDEDGPELDGAPGGGKRTARPATAGKAAGAAAIITEPEHTKERVKLEGSKCKGQLLIFGATNWDLIGRKEVPKQQAAYRNLGQNLWGPHRYGCLSGVRVRTVVSGSCAAHSLLITTEGKLWSWGRNEKGQLGHGDTKRVEAPRLIEALSHEAIVLAACGRNHTLALTDTGSVFAFGENKMGQLGLGNQTDAVPSPAQIMYNGQPITKMACGAEFSMLMDCKGNLYSFGCPEYGQLGHNSDGKFIARAQRIE.... Result: 0 (no interaction).